From a dataset of Merck oncology drug combination screen with 23,052 pairs across 39 cell lines. Regression. Given two drug SMILES strings and cell line genomic features, predict the synergy score measuring deviation from expected non-interaction effect. (1) Drug 1: N#Cc1ccc(Cn2cncc2CN2CCN(c3cccc(Cl)c3)C(=O)C2)cc1. Drug 2: O=C(NOCC(O)CO)c1ccc(F)c(F)c1Nc1ccc(I)cc1F. Cell line: RPMI7951. Synergy scores: synergy=17.5. (2) Cell line: SW620. Synergy scores: synergy=-1.39. Drug 1: C=CCn1c(=O)c2cnc(Nc3ccc(N4CCN(C)CC4)cc3)nc2n1-c1cccc(C(C)(C)O)n1. Drug 2: CS(=O)(=O)CCNCc1ccc(-c2ccc3ncnc(Nc4ccc(OCc5cccc(F)c5)c(Cl)c4)c3c2)o1. (3) Drug 1: CN1C(=O)C=CC2(C)C3CCC4(C)C(NC(=O)OCC(F)(F)F)CCC4C3CCC12. Drug 2: NC1(c2ccc(-c3nc4ccn5c(=O)[nH]nc5c4cc3-c3ccccc3)cc2)CCC1. Cell line: NCIH2122. Synergy scores: synergy=22.7. (4) Drug 1: Cn1c(=O)n(-c2ccc(C(C)(C)C#N)cc2)c2c3cc(-c4cnc5ccccc5c4)ccc3ncc21. Drug 2: CNC(=O)c1cc(Oc2ccc(NC(=O)Nc3ccc(Cl)c(C(F)(F)F)c3)cc2)ccn1. Cell line: A2780. Synergy scores: synergy=1.78. (5) Drug 1: NC(=O)c1cccc2cn(-c3ccc(C4CCCNC4)cc3)nc12. Drug 2: CC(C)CC(NC(=O)C(Cc1ccccc1)NC(=O)c1cnccn1)B(O)O. Cell line: SKMEL30. Synergy scores: synergy=-1.86. (6) Drug 1: CN1C(=O)C=CC2(C)C3CCC4(C)C(NC(=O)OCC(F)(F)F)CCC4C3CCC12. Drug 2: Cn1nnc2c(C(N)=O)ncn2c1=O. Cell line: SKMES1. Synergy scores: synergy=-7.94. (7) Drug 1: N.N.O=C(O)C1(C(=O)O)CCC1.[Pt]. Drug 2: CNC(=O)c1cc(Oc2ccc(NC(=O)Nc3ccc(Cl)c(C(F)(F)F)c3)cc2)ccn1. Cell line: RPMI7951. Synergy scores: synergy=-36.6.